Dataset: Full USPTO retrosynthesis dataset with 1.9M reactions from patents (1976-2016). Task: Predict the reactants needed to synthesize the given product. (1) Given the product [CH2:26]([N:28]([CH2:32][CH3:33])[C:29](=[O:30])[O:25][C:19]1[CH:18]=[C:17]([CH2:16][NH:15]/[CH:14]=[C:5]2\[C:6](=[O:13])[NH:7][C:8](=[O:12])[C:9]3[C:4]\2=[CH:3][C:2]([I:1])=[CH:11][CH:10]=3)[CH:22]=[CH:21][C:20]=1[O:23][CH3:24])[CH3:27], predict the reactants needed to synthesize it. The reactants are: [I:1][C:2]1[CH:3]=[C:4]2[C:9](=[CH:10][CH:11]=1)[C:8](=[O:12])[NH:7][C:6](=[O:13])/[C:5]/2=[CH:14]\[NH:15][CH2:16][C:17]1[CH:22]=[CH:21][C:20]([O:23][CH3:24])=[C:19]([OH:25])[CH:18]=1.[CH2:26]([N:28]([CH2:32][CH3:33])[C:29](Cl)=[O:30])[CH3:27].C(N(CC)CC)C. (2) The reactants are: P(Cl)(Cl)([Cl:3])=O.[Cl:6][C:7]1[CH:8]=[C:9]([C:13]2[C:22]3[C:17](=[CH:18][CH:19]=[C:20]([C:23]([N:25]([O:27][CH3:28])[CH3:26])=[O:24])[CH:21]=3)[N:16]=[C:15](OC)[N:14]=2)[CH:10]=[CH:11][CH:12]=1. Given the product [Cl:3][C:15]1[N:14]=[C:13]([C:9]2[CH:10]=[CH:11][CH:12]=[C:7]([Cl:6])[CH:8]=2)[C:22]2[C:17](=[CH:18][CH:19]=[C:20]([C:23]([N:25]([O:27][CH3:28])[CH3:26])=[O:24])[CH:21]=2)[N:16]=1, predict the reactants needed to synthesize it. (3) Given the product [Cl:1][C:2]1[CH:3]=[C:4]([CH2:17][C:18]([NH:29][S:26]([CH2:21][CH2:22][CH2:23][CH2:24][CH3:25])(=[O:28])=[O:27])=[O:20])[CH:5]=[CH:6][C:7]=1[O:8][C:9]1[N:13]([CH3:14])[N:12]=[C:11]([CH3:15])[C:10]=1[CH3:16], predict the reactants needed to synthesize it. The reactants are: [Cl:1][C:2]1[CH:3]=[C:4]([CH2:17][C:18]([OH:20])=O)[CH:5]=[CH:6][C:7]=1[O:8][C:9]1[N:13]([CH3:14])[N:12]=[C:11]([CH3:15])[C:10]=1[CH3:16].[CH2:21]([S:26]([NH2:29])(=[O:28])=[O:27])[CH2:22][CH2:23][CH2:24][CH3:25].CC1C=CC=C([N+]([O-])=O)C=1C(OC(=O)C1C([N+]([O-])=O)=CC=CC=1C)=O.C(N(CC)CC)C. (4) Given the product [CH2:1]([C:3]1[CH:4]=[C:5]2[C:10](=[C:11]([N:13]3[CH2:18][CH2:17][NH:16][CH2:15][CH2:14]3)[CH:12]=1)[N:9]=[C:8]([CH2:26][CH2:27][C:28]([O:30][CH3:31])=[O:29])[CH:7]=[CH:6]2)[CH3:2], predict the reactants needed to synthesize it. The reactants are: [CH2:1]([C:3]1[CH:4]=[C:5]2[C:10](=[C:11]([N:13]3[CH2:18][CH2:17][N:16](C(OC(C)(C)C)=O)[CH2:15][CH2:14]3)[CH:12]=1)[N:9]=[C:8](/[CH:26]=[CH:27]/[C:28]([O:30][CH3:31])=[O:29])[CH:7]=[CH:6]2)[CH3:2].FC(F)(F)C(O)=O.C1(C)C=CC=CC=1. (5) Given the product [CH2:1]([N:6]1[C:11](=[O:12])[N:10]=[CH:9][C:8]([C:15]2[CH:16]=[CH:17][C:18]([Cl:21])=[CH:19][CH:20]=2)=[N:7]1)[CH2:2][CH2:3][CH2:4][CH3:5], predict the reactants needed to synthesize it. The reactants are: [CH2:1]([N:6]1[C:11](=[O:12])[NH:10][CH:9](OC)[C:8]([C:15]2[CH:20]=[CH:19][C:18]([Cl:21])=[CH:17][CH:16]=2)=[N:7]1)[CH2:2][CH2:3][CH2:4][CH3:5]. (6) Given the product [ClH:24].[ClH:24].[N:11]1([CH2:14][C:15]([C:16]2[CH:21]=[CH:20][C:19]([CH3:22])=[CH:18][CH:17]=2)=[O:23])[CH2:12][CH2:13][NH:8][CH2:9][CH2:10]1, predict the reactants needed to synthesize it. The reactants are: C(OC([N:8]1[CH2:13][CH2:12][N:11]([CH2:14][C:15](=[O:23])[C:16]2[CH:21]=[CH:20][C:19]([CH3:22])=[CH:18][CH:17]=2)[CH2:10][CH2:9]1)=O)(C)(C)C.[ClH:24]. (7) Given the product [N+:42]([C:38]1[CH:39]=[CH:40][CH:41]=[C:32]([CH2:30][CH:2]=[O:3])[C:33]=1[C:34]([O:36][CH3:37])=[O:35])([O-:44])=[O:43], predict the reactants needed to synthesize it. The reactants are: [Cl-].[CH3:2][O:3]C[P+](C1C=CC=CC=1)(C1C=CC=CC=1)C1C=CC=CC=1.CC(C)([O-])C.[K+].[CH:30]([C:32]1[CH:41]=[CH:40][CH:39]=[C:38]([N+:42]([O-:44])=[O:43])[C:33]=1[C:34]([O:36][CH3:37])=[O:35])=O.